Dataset: HIV replication inhibition screening data with 41,000+ compounds from the AIDS Antiviral Screen. Task: Binary Classification. Given a drug SMILES string, predict its activity (active/inactive) in a high-throughput screening assay against a specified biological target. (1) The compound is Cc1ccc(N=C2C(=Nc3ccc(C)cc3)N(c3ccc(C)cc3)C(=S)N2C(=O)c2ccccc2)cc1. The result is 0 (inactive). (2) The compound is COC(=O)c1ccc(COC(=O)c2cc(C(=CCCC3CCC4(C)C(CCC5C4CCC4(C)C(C(C)CCCC(C)C)CCC54)C3)c3cc(Cl)c(OCc4ccc(C(=O)OC)cc4)c(C(=O)OCc4ccc(C(=O)OC)cc4)c3)cc(Cl)c2OCc2ccc(C(=O)OC)cc2)cc1. The result is 0 (inactive). (3) The molecule is Cc1ccc(S(=O)(=O)O)cc1.NC(CC(=O)OCc1ccccc1)C(=O)OCc1ccccc1. The result is 0 (inactive). (4) The molecule is CC1CC(=Cc2ccc(OC(=O)C(C)(C)C)cc2)C(=O)C(=Cc2ccc(OC(=O)C(C)(C)C)cc2)C1. The result is 0 (inactive).